From a dataset of Catalyst prediction with 721,799 reactions and 888 catalyst types from USPTO. Predict which catalyst facilitates the given reaction. (1) Reactant: [CH2:1]([O:3][C@@H:4]([CH2:9][C:10]1[CH:15]=[CH:14][C:13]([C:16]2[N:17]([CH3:33])[N:18]=[C:19]([N:21]([CH3:32])[C:22]([NH:24][CH2:25][CH2:26][CH2:27][CH2:28][CH2:29][CH2:30][CH3:31])=[O:23])[N:20]=2)=[CH:12][CH:11]=1)[C:5]([O:7]C)=[O:6])[CH3:2].[OH-].[Li+]. Product: [CH2:1]([O:3][C@@H:4]([CH2:9][C:10]1[CH:15]=[CH:14][C:13]([C:16]2[N:17]([CH3:33])[N:18]=[C:19]([N:21]([CH3:32])[C:22]([NH:24][CH2:25][CH2:26][CH2:27][CH2:28][CH2:29][CH2:30][CH3:31])=[O:23])[N:20]=2)=[CH:12][CH:11]=1)[C:5]([OH:7])=[O:6])[CH3:2]. The catalyst class is: 7. (2) Product: [ClH:29].[OH:18][CH2:17][C@@H:16]([NH:15][C:14]([C@@H:13]1[CH2:12][C@@H:11]2[C@@H:9]([CH2:10]2)[NH:8]1)=[O:28])[C:19]12[CH2:20][C:21]([C:24]([F:27])([F:26])[F:25])([CH2:23]1)[CH2:22]2. The catalyst class is: 12. Reactant: C(OC([N:8]1[C@H:13]([C:14](=[O:28])[NH:15][C@@H:16]([C:19]23[CH2:23][C:21]([C:24]([F:27])([F:26])[F:25])([CH2:22]2)[CH2:20]3)[CH2:17][OH:18])[CH2:12][C@@H:11]2[C@H:9]1[CH2:10]2)=O)(C)(C)C.[ClH:29]. (3) Reactant: [Cl:1][C:2]1[CH:3]=[C:4]2[C:10]3([CH2:14][C:13](=[O:15])[NH:12][C:11]3=[O:16])[C:9](=[O:17])[NH:8][C:5]2=[CH:6][CH:7]=1.CC(C)([O-])C.[K+].[CH2:24](Br)[C:25]1[CH:30]=[CH:29][CH:28]=[CH:27][CH:26]=1. Product: [CH2:24]([N:12]1[C:13](=[O:15])[CH2:14][C:10]2([C:4]3[C:5](=[CH:6][CH:7]=[C:2]([Cl:1])[CH:3]=3)[NH:8][C:9]2=[O:17])[C:11]1=[O:16])[C:25]1[CH:30]=[CH:29][CH:28]=[CH:27][CH:26]=1. The catalyst class is: 35. (4) Product: [Cl:17][C:11]1[CH:10]=[C:9]([C:6]2[CH:7]=[CH:8][N:4]([CH2:3][C@@H:2]([NH:1][C:25]([C:23]3[O:22][N:21]=[C:20]([CH3:19])[N:24]=3)=[O:26])[CH3:18])[N:5]=2)[CH:16]=[CH:15][C:12]=1[C:13]#[N:14]. The catalyst class is: 881. Reactant: [NH2:1][C@@H:2]([CH3:18])[CH2:3][N:4]1[CH:8]=[CH:7][C:6]([C:9]2[CH:16]=[CH:15][C:12]([C:13]#[N:14])=[C:11]([Cl:17])[CH:10]=2)=[N:5]1.[CH3:19][C:20]1[N:24]=[C:23]([C:25](O)=[O:26])[O:22][N:21]=1. (5) Reactant: C(OC(=O)[NH:7][C:8]1[CH:13]=[C:12]([CH3:14])[C:11]([C:15]([F:18])([F:17])[F:16])=[CH:10][C:9]=1[NH:19][C:20](=[O:31])[CH2:21][C:22]([C:24]1[CH:29]=[CH:28][CH:27]=[C:26]([Br:30])[CH:25]=1)=O)(C)(C)C.C(O)(C(F)(F)F)=O. Product: [Br:30][C:26]1[CH:25]=[C:24]([C:22]2[CH2:21][C:20](=[O:31])[NH:19][C:9]3[CH:10]=[C:11]([C:15]([F:18])([F:17])[F:16])[C:12]([CH3:14])=[CH:13][C:8]=3[N:7]=2)[CH:29]=[CH:28][CH:27]=1. The catalyst class is: 2. (6) Reactant: C(Cl)(=O)C(Cl)=O.[CH2:7]([C:11]1[CH:19]=[CH:18][C:14]([C:15]([OH:17])=O)=[CH:13][CH:12]=1)[CH2:8][CH2:9][CH3:10].[CH3:20][N:21]([CH:32]1[CH2:37][CH2:36][N:35]([CH3:38])[CH2:34][CH2:33]1)[C:22]1[O:23][C:24]2[CH:30]=[CH:29][C:28]([NH2:31])=[CH:27][C:25]=2[N:26]=1.N1C=CC=CC=1. Product: [CH2:7]([C:11]1[CH:12]=[CH:13][C:14]([C:15]([NH:31][C:28]2[CH:29]=[CH:30][C:24]3[O:23][C:22]([N:21]([CH3:20])[CH:32]4[CH2:33][CH2:34][N:35]([CH3:38])[CH2:36][CH2:37]4)=[N:26][C:25]=3[CH:27]=2)=[O:17])=[CH:18][CH:19]=1)[CH2:8][CH2:9][CH3:10]. The catalyst class is: 85.